This data is from Peptide-MHC class II binding affinity with 134,281 pairs from IEDB. The task is: Regression. Given a peptide amino acid sequence and an MHC pseudo amino acid sequence, predict their binding affinity value. This is MHC class II binding data. (1) The peptide sequence is MSGRKAQGKTLGVNM. The MHC is DRB5_0101 with pseudo-sequence DRB5_0101. The binding affinity (normalized) is 0. (2) The peptide sequence is SQDLELSWNLNGLQDY. The MHC is DRB1_1302 with pseudo-sequence DRB1_1302. The binding affinity (normalized) is 0.771.